Dataset: Full USPTO retrosynthesis dataset with 1.9M reactions from patents (1976-2016). Task: Predict the reactants needed to synthesize the given product. (1) Given the product [CH3:44][C:9]([C:11]([O:13][C@@H:14]([CH3:43])[CH2:15][O:16][C:17]1[CH:22]=[CH:21][C:20]([C:23]([F:26])([F:25])[F:24])=[CH:19][C:18]=1[C:27](/[N:29]=[C:30]1\[S:31][C:32]2[CH:37]=[CH:36][N:35]=[CH:34][C:33]=2[N:38]\1[CH2:39][CH2:40][CH2:41][CH3:42])=[O:28])=[O:12])([CH3:10])[NH2:8], predict the reactants needed to synthesize it. The reactants are: C(OC([NH:8][C:9]([CH3:44])([C:11]([O:13][C@@H:14]([CH3:43])[CH2:15][O:16][C:17]1[CH:22]=[CH:21][C:20]([C:23]([F:26])([F:25])[F:24])=[CH:19][C:18]=1[C:27](/[N:29]=[C:30]1\[S:31][C:32]2[CH:37]=[CH:36][N:35]=[CH:34][C:33]=2[N:38]\1[CH2:39][CH2:40][CH2:41][CH3:42])=[O:28])=[O:12])[CH3:10])=O)(C)(C)C.FC(F)(F)C(O)=O.C(=O)(O)[O-].[Na+]. (2) Given the product [C:14]1([C:17]2[CH:18]=[CH:19][CH:20]=[CH:21][CH:22]=2)[CH:13]=[CH:12][C:11]([CH2:10][C@@H:3]([NH:2][C:30]([C:27]2[CH:28]=[CH:29][N:24]=[C:25]([C:33]([OH:35])=[O:34])[CH:26]=2)=[O:31])[CH2:4][C:5]([OH:7])=[O:6])=[CH:16][CH:15]=1.[C:14]1([C:17]2[CH:18]=[CH:19][CH:20]=[CH:21][CH:22]=2)[CH:13]=[CH:12][C:11]([CH2:10][C@@H:3]([NH:2][C:33]([C:25]2[CH:26]=[C:27]([CH:28]=[CH:29][N:24]=2)[C:30]([OH:32])=[O:31])=[O:34])[CH2:4][C:5]([OH:7])=[O:6])=[CH:16][CH:15]=1, predict the reactants needed to synthesize it. The reactants are: Cl.[NH2:2][C@H:3]([CH2:10][C:11]1[CH:16]=[CH:15][C:14]([C:17]2[CH:22]=[CH:21][CH:20]=[CH:19][CH:18]=2)=[CH:13][CH:12]=1)[CH2:4][C:5]([O:7]CC)=[O:6].O.[N:24]1[CH:29]=[CH:28][C:27]([C:30]([OH:32])=[O:31])=[CH:26][C:25]=1[C:33]([OH:35])=[O:34].CCN=C=NCCCN(C)C.ON1C2N=CC=CC=2N=N1.CCN(C(C)C)C(C)C.[OH-].[Na+]. (3) Given the product [CH:1]1([C:4]2[NH:23][C:21](=[O:22])[C:8]3[N:9]=[N:10][N:11]([CH2:12][C:13]4[CH:18]=[CH:17][C:16]([O:19][CH3:20])=[CH:15][CH:14]=4)[C:7]=3[N:6]=2)[CH2:3][CH2:2]1, predict the reactants needed to synthesize it. The reactants are: [CH:1]1([C:4]([NH:6][C:7]2[N:11]([CH2:12][C:13]3[CH:18]=[CH:17][C:16]([O:19][CH3:20])=[CH:15][CH:14]=3)[N:10]=[N:9][C:8]=2[C:21]([NH2:23])=[O:22])=O)[CH2:3][CH2:2]1. (4) Given the product [I:1][C:2]1[C:7]([CH3:8])=[CH:6][CH:5]=[CH:4][C:3]=1[C@@H:9]([OH:11])[CH3:10], predict the reactants needed to synthesize it. The reactants are: [I:1][C:2]1[C:7]([CH3:8])=[CH:6][CH:5]=[CH:4][C:3]=1[C:9](=[O:11])[CH3:10].B(Cl)([C@H]1[C@H](C)C2C(C)(C)C(CC2)C1)[C@H]1[C@H](C)C2C(C)(C)C(CC2)C1.CO.C(CN)O. (5) Given the product [F:38][C:2]([F:37])([F:1])[C:3]1[CH:4]=[C:5]([CH:30]=[C:31]([C:33]([F:35])([F:36])[F:34])[CH:32]=1)[CH2:6][N:7]([CH3:29])[C:8](=[O:28])[C:9]1[C:14]([C:15]2[CH:20]=[CH:19][CH:18]=[CH:17][C:16]=2[CH3:21])=[CH:13][C:12]([N:22]2[CH2:23][CH2:24][N:25]([CH2:40][CH2:41][OH:42])[CH2:26][CH2:27]2)=[N:11][CH:10]=1, predict the reactants needed to synthesize it. The reactants are: [F:1][C:2]([F:38])([F:37])[C:3]1[CH:4]=[C:5]([CH:30]=[C:31]([C:33]([F:36])([F:35])[F:34])[CH:32]=1)[CH2:6][N:7]([CH3:29])[C:8](=[O:28])[C:9]1[C:14]([C:15]2[CH:20]=[CH:19][CH:18]=[CH:17][C:16]=2[CH3:21])=[CH:13][C:12]([N:22]2[CH2:27][CH2:26][NH:25][CH2:24][CH2:23]2)=[N:11][CH:10]=1.Br[CH2:40][CH2:41][OH:42].C(=O)([O-])[O-].[K+].[K+].[OH-].[Na+]. (6) Given the product [Cl:18][C:5]1[C:6]([NH:8][C:9]2[CH:10]=[C:11]3[C:15](=[CH:16][CH:17]=2)[NH:14][N:13]=[CH:12]3)=[N:7][C:2]([N:25]2[CH2:24][C:23]3[C:27](=[CH:28][CH:29]=[C:21]([O:19][CH3:20])[CH:22]=3)[CH2:26]2)=[N:3][CH:4]=1, predict the reactants needed to synthesize it. The reactants are: Cl[C:2]1[N:7]=[C:6]([NH:8][C:9]2[CH:10]=[C:11]3[C:15](=[CH:16][CH:17]=2)[NH:14][N:13]=[CH:12]3)[C:5]([Cl:18])=[CH:4][N:3]=1.[O:19]([C:21]1[CH:22]=[C:23]2[C:27](=[CH:28][CH:29]=1)[CH2:26][NH:25][CH2:24]2)[CH3:20].CCN(C(C)C)C(C)C.